From a dataset of Forward reaction prediction with 1.9M reactions from USPTO patents (1976-2016). Predict the product of the given reaction. (1) Given the reactants [CH:1]1([CH:7]2[CH2:12][CH2:11][CH2:10][CH2:9][C:8]2=[O:13])[CH2:6][CH2:5][CH2:4][CH2:3][CH2:2]1.C(O[CH:19](N(C)C)[N:20]([CH3:22])[CH3:21])(C)(C)C, predict the reaction product. The product is: [CH3:19][N:20]([CH3:22])/[CH:21]=[C:9]1/[C:8](=[O:13])[CH:7]([CH:1]2[CH2:2][CH2:3][CH2:4][CH2:5][CH2:6]2)[CH2:12][CH2:11][CH2:10]/1. (2) Given the reactants Cl[C:2]1[C:11]2[C:6](=[CH:7][CH:8]=[C:9](Br)[CH:10]=2)[N:5]=[CH:4][CH:3]=1.C(N(C(C)C)CC)(C)C.CC1(C)C2C(=C(P(C3C=CC=CC=3)C3C=CC=CC=3)C=CC=2)OC2C(P(C3C=CC=CC=3)C3C=CC=CC=3)=CC=CC1=2.[CH3:64][C:65]1[CH:66]=[CH:67][C:68]2[N:69]([C:71]([SH:74])=[N:72][N:73]=2)[N:70]=1.ClC1C2C(=CC=C(SC3N4N=C(C)C=CC4=NN=3)C=2)N=CC=1.BrC1C=C2C(=CC=1)N=CC=C2SC1N2N=C(C)C=CC2=NN=1.[CH3:119][N:120]1[CH:124]=[N:123][N:122]=[C:121]1[SH:125], predict the reaction product. The product is: [CH3:64][C:65]1[CH:66]=[CH:67][C:68]2[N:69]([C:71]([S:74][C:9]3[CH:10]=[C:11]4[C:6](=[CH:7][CH:8]=3)[N:5]=[CH:4][CH:3]=[C:2]4[S:125][C:121]3[N:120]([CH3:119])[CH:124]=[N:123][N:122]=3)=[N:72][N:73]=2)[N:70]=1. (3) Given the reactants CN(C=O)C.Br[C:7]1[N:12]=[CH:11][C:10](/[CH:13]=[CH:14]/[CH:15]=[CH:16]/[C:17]2[S:18][C:19]3[CH:25]=[C:24]([O:26][CH3:27])[C:23]([O:28][CH3:29])=[CH:22][C:20]=3[N:21]=2)=[CH:9][CH:8]=1.[NH2:30][CH2:31][CH2:32][CH2:33][OH:34].C(N(CC)CC)C, predict the reaction product. The product is: [CH3:29][O:28][C:23]1[C:24]([O:26][CH3:27])=[CH:25][C:19]2[S:18][C:17](/[CH:16]=[CH:15]/[CH:14]=[CH:13]/[C:10]3[CH:9]=[CH:8][C:7]([NH:30][CH2:31][CH2:32][CH2:33][OH:34])=[N:12][CH:11]=3)=[N:21][C:20]=2[CH:22]=1. (4) Given the reactants F[C:2]1[CH:9]=[CH:8][C:5]([C:6]#[N:7])=[CH:4][C:3]=1[N+:10]([O-:12])=[O:11].[NH2:13][CH2:14][CH2:15][CH2:16][OH:17].C(N(C(C)C)CC)(C)C, predict the reaction product. The product is: [OH:17][CH2:16][CH2:15][CH2:14][NH:13][C:2]1[CH:9]=[CH:8][C:5]([C:6]#[N:7])=[CH:4][C:3]=1[N+:10]([O-:12])=[O:11].